This data is from Full USPTO retrosynthesis dataset with 1.9M reactions from patents (1976-2016). The task is: Predict the reactants needed to synthesize the given product. (1) Given the product [Cl:17][C:15]1[CH:14]=[C:13]([Cl:19])[N:3]2[N:4]=[CH:5][C:6]([C:7]3[CH:12]=[CH:11][CH:10]=[CH:9][CH:8]=3)=[C:2]2[N:1]=1, predict the reactants needed to synthesize it. The reactants are: [NH2:1][C:2]1[C:6]([C:7]2[CH:12]=[CH:11][CH:10]=[CH:9][CH:8]=2)=[CH:5][NH:4][N:3]=1.[C:13]([Cl:19])(=O)[CH2:14][C:15]([Cl:17])=O. (2) The reactants are: FC(F)(C)C(F)(F)C(F)(F)O.[C:12]([CH:16]([C:18]([CH2:21][OH:22])([F:20])[F:19])[F:17])([F:15])([F:14])[F:13].C(=O)([O-])[O-].[K+].[K+].[C:29]([O:33][C:34](=[C:36]([F:38])[F:37])[F:35])([F:32])([F:31])[F:30]. Given the product [C:12]([CH:16]([C:18]([CH2:21][O:22][C:36]([CH:34]([O:33][C:29]([F:32])([F:31])[F:30])[F:35])([F:38])[F:37])([F:20])[F:19])[F:17])([F:15])([F:14])[F:13], predict the reactants needed to synthesize it.